Task: Binary Classification. Given a T-cell receptor sequence (or CDR3 region) and an epitope sequence, predict whether binding occurs between them.. Dataset: TCR-epitope binding with 47,182 pairs between 192 epitopes and 23,139 TCRs (1) Result: 0 (the TCR does not bind to the epitope). The TCR CDR3 sequence is CASSQGVDSPYEQYF. The epitope is FVDGVPFVV. (2) The epitope is LSDDAVVCFNSTY. The TCR CDR3 sequence is CASSLGSTDTQYF. Result: 1 (the TCR binds to the epitope).